This data is from Catalyst prediction with 721,799 reactions and 888 catalyst types from USPTO. The task is: Predict which catalyst facilitates the given reaction. Reactant: [CH:1]1(B(O)O)[CH2:3][CH2:2]1.[CH3:7][N:8]([C:18]1[CH:23]=[CH:22][C:21]([NH:24][C:25]([NH:27][C:28]2[CH:33]=[CH:32][CH:31]=[CH:30][CH:29]=2)=[O:26])=[CH:20][CH:19]=1)[S:9]([C:12]1[S:13][C:14](Br)=[CH:15][CH:16]=1)(=[O:11])=[O:10].C([O-])([O-])=O.[Na+].[Na+]. Product: [CH3:7][N:8]([C:18]1[CH:19]=[CH:20][C:21]([NH:24][C:25]([NH:27][C:28]2[CH:33]=[CH:32][CH:31]=[CH:30][CH:29]=2)=[O:26])=[CH:22][CH:23]=1)[S:9]([C:12]1[S:13][C:14]([CH:1]2[CH2:2][CH2:3]2)=[CH:15][CH:16]=1)(=[O:11])=[O:10]. The catalyst class is: 104.